Dataset: Forward reaction prediction with 1.9M reactions from USPTO patents (1976-2016). Task: Predict the product of the given reaction. (1) Given the reactants [CH:1](=O)[C:2]1[C:3]([O:8][CH3:9])=[CH:4][CH:5]=[CH:6][CH:7]=1.[N+:11]([C:14]1[C:15]([NH2:21])=[C:16]([NH2:20])[CH:17]=[CH:18][CH:19]=1)([O-:13])=[O:12], predict the reaction product. The product is: [CH3:9][O:8][C:3]1[CH:4]=[CH:5][CH:6]=[CH:7][C:2]=1[C:1]1[NH:20][C:16]2[CH:17]=[CH:18][CH:19]=[C:14]([N+:11]([O-:13])=[O:12])[C:15]=2[N:21]=1. (2) The product is: [Cl:6][C:7]1[CH:12]=[CH:11][C:10]([CH:13]([CH3:15])[CH3:14])=[C:9]([B:19]([OH:20])[OH:18])[CH:8]=1. Given the reactants C([Mg]Cl)(C)C.[Cl:6][C:7]1[CH:12]=[CH:11][C:10]([CH:13]([CH3:15])[CH3:14])=[C:9](I)[CH:8]=1.C[O:18][B:19](OC)[O:20]C.Cl, predict the reaction product. (3) Given the reactants C(O)=O.Cl[S:5]([N:8]=C=O)(=[O:7])=[O:6].[CH2:11]([OH:15])[CH2:12][CH2:13][CH3:14].N1C=CC=CC=1, predict the reaction product. The product is: [S:5](=[O:6])(=[O:7])([O:15][CH2:11][CH2:12][CH2:13][CH3:14])[NH2:8]. (4) The product is: [Cl:1][C:2]1[CH:33]=[CH:32][C:5]([CH2:6][CH:7]2[C:8]([CH2:25][N:26]3[CH:30]=[N:29][CH:28]=[N:27]3)([OH:31])[C:9]([CH2:13][Cl:34])([CH3:12])[CH2:10][CH2:11]2)=[CH:4][CH:3]=1. Given the reactants [Cl:1][C:2]1[CH:33]=[CH:32][C:5]([CH2:6][CH:7]2[CH2:11][CH2:10][C:9]([CH2:13]OS(C3C=CC(C)=CC=3)(=O)=O)([CH3:12])[C:8]2([OH:31])[CH2:25][N:26]2[CH:30]=[N:29][CH:28]=[N:27]2)=[CH:4][CH:3]=1.[Cl-:34].[Li+].C(OCC)(=O)C, predict the reaction product.